Dataset: Forward reaction prediction with 1.9M reactions from USPTO patents (1976-2016). Task: Predict the product of the given reaction. (1) Given the reactants [Mn]([O-])(=O)(=O)=O.[K+].[CH3:7][C:8]1[CH:13]=[N:12][C:11]([C:14]2[N:18]([CH3:19])[C:17]([S:20][CH3:21])=[N:16][N:15]=2)=[CH:10][N:9]=1.S([O-])(O)(=O)=[O:23].[Na+].[OH2:28], predict the reaction product. The product is: [CH3:7][C:8]1[CH:13]=[N:12][C:11]([C:14]2[N:18]([CH3:19])[C:17]([S:20]([CH3:21])(=[O:23])=[O:28])=[N:16][N:15]=2)=[CH:10][N:9]=1. (2) Given the reactants [NH2:1][C:2]1[NH:3][C:4](=[O:30])[C:5]2[S:10][C:9](=[O:11])[N:8]([C@@H:12]3[O:24][C@H:23]([CH2:25][O:26][C:27](=[O:29])[CH3:28])[C@@H:18]([O:19][C:20](=[O:22])[CH3:21])[C@H:13]3[O:14][C:15](=[O:17])[CH3:16])[C:6]=2[N:7]=1.[CH:48]1[CH:47]=CC(P([C:44]2[CH:49]=[CH:48][CH:47]=CC=2)[C:48]2[CH:47]=CC=[CH:44][CH:49]=2)=[CH:44][CH:49]=1.C1(CCO)CC1.CCOC(/N=N/C(OCC)=O)=O, predict the reaction product. The product is: [NH2:1][C:2]1[N:3]=[C:4]([O:30][CH2:47][CH:48]2[CH2:44][CH2:49]2)[C:5]2[S:10][C:9](=[O:11])[N:8]([C@@H:12]3[O:24][C@H:23]([CH2:25][O:26][C:27](=[O:29])[CH3:28])[C@@H:18]([O:19][C:20](=[O:22])[CH3:21])[C@H:13]3[O:14][C:15](=[O:17])[CH3:16])[C:6]=2[N:7]=1. (3) Given the reactants Br[C:2]1[CH:3]=[CH:4][C:5]([C:9]2[CH2:13][CH:12]([CH2:14][OH:15])[O:11][N:10]=2)=[N+:6]([O-:8])[CH:7]=1.[F:16][C:17]1[CH:18]=[C:19]([N:32]2[CH2:36][C@H:35]([CH2:37][N:38]3[CH:42]=[CH:41][N:40]=[N:39]3)[O:34][C:33]2=[O:43])[CH:20]=[CH:21][C:22]=1B1OC(C)(C)C(C)(C)O1.C(=O)([O-])[O-].[K+].[K+], predict the reaction product. The product is: [F:16][C:17]1[CH:18]=[C:19]([N:32]2[CH2:36][C@H:35]([CH2:37][N:38]3[CH:42]=[CH:41][N:40]=[N:39]3)[O:34][C:33]2=[O:43])[CH:20]=[CH:21][C:22]=1[C:2]1[CH:7]=[N+:6]([O-:8])[C:5]([C:9]2[CH2:13][CH:12]([CH2:14][OH:15])[O:11][N:10]=2)=[CH:4][CH:3]=1. (4) Given the reactants C([Si](C)(C)[O:6][C:7]1[CH:12]=[CH:11][C:10]([O:13][CH2:14][CH:15]2[CH2:17][O:16]2)=[CH:9][CH:8]=1)(C)(C)C.[CH3:20][C:21]1[CH:26]=[C:25]([CH3:27])[N:24]=[C:23]([N:28]2[CH2:33][CH2:32][CH:31]([NH2:34])[CH2:30][CH2:29]2)[N:22]=1, predict the reaction product. The product is: [CH3:20][C:21]1[CH:26]=[C:25]([CH3:27])[N:24]=[C:23]([N:28]2[CH2:29][CH2:30][CH:31]([NH:34][CH2:17][CH:15]([OH:16])[CH2:14][O:13][C:10]3[CH:9]=[CH:8][C:7]([OH:6])=[CH:12][CH:11]=3)[CH2:32][CH2:33]2)[N:22]=1.